Dataset: Catalyst prediction with 721,799 reactions and 888 catalyst types from USPTO. Task: Predict which catalyst facilitates the given reaction. (1) Reactant: [CH2:1]([O:8][C:9]([NH:11][C:12]1[C:13]([CH3:42])=[C:14]([C:18]2[C:30]3[C:29]4[C:24](=[CH:25][C:26]([O:31][CH:32]5[CH2:36][CH2:35][O:34][CH2:33]5)=[CH:27][CH:28]=4)[NH:23][C:22]=3[C:21]([C:37]([O:39]CC)=[O:38])=[N:20][CH:19]=2)[CH:15]=[CH:16][CH:17]=1)=[O:10])[C:2]1[CH:7]=[CH:6][CH:5]=[CH:4][CH:3]=1.O.[OH-].[Li+]. Product: [CH2:1]([O:8][C:9]([NH:11][C:12]1[C:13]([CH3:42])=[C:14]([C:18]2[C:30]3[C:29]4[C:24](=[CH:25][C:26]([O:31][CH:32]5[CH2:36][CH2:35][O:34][CH2:33]5)=[CH:27][CH:28]=4)[NH:23][C:22]=3[C:21]([C:37]([OH:39])=[O:38])=[N:20][CH:19]=2)[CH:15]=[CH:16][CH:17]=1)=[O:10])[C:2]1[CH:3]=[CH:4][CH:5]=[CH:6][CH:7]=1. The catalyst class is: 193. (2) Reactant: [CH:1]1([CH2:7][CH2:8][CH2:9][C:10]2([CH3:27])[C:19]3[C:14](=[CH:15][CH:16]=[CH:17][CH:18]=3)[C:13]([OH:20])=[C:12](C(OCC)=O)[C:11]2=[O:26])[CH2:6][CH2:5][CH2:4][CH2:3][CH2:2]1.Cl. Product: [CH:1]1([CH2:7][CH2:8][CH2:9][C:10]2([CH3:27])[C:19]3[C:14](=[CH:15][CH:16]=[CH:17][CH:18]=3)[C:13]([OH:20])=[CH:12][C:11]2=[O:26])[CH2:6][CH2:5][CH2:4][CH2:3][CH2:2]1. The catalyst class is: 12. (3) Reactant: [C:1]1([C:7](=O)[CH2:8][C:9](=O)[C:10]([O:12][CH2:13][CH3:14])=[O:11])[CH:6]=[CH:5][CH:4]=[CH:3][CH:2]=1.[NH:17]([C:19]1[CH:20]=[CH:21][C:22]([O:25][CH3:26])=[N:23][CH:24]=1)[NH2:18]. Product: [CH3:26][O:25][C:22]1[N:23]=[CH:24][C:19]([N:17]2[C:7]([C:1]3[CH:6]=[CH:5][CH:4]=[CH:3][CH:2]=3)=[CH:8][C:9]([C:10]([O:12][CH2:13][CH3:14])=[O:11])=[N:18]2)=[CH:20][CH:21]=1. The catalyst class is: 8.